Dataset: Reaction yield outcomes from USPTO patents with 853,638 reactions. Task: Predict the reaction yield, written as a fraction of the theoretical maximum amount of product (1.0 means a 100% yield; for example, 0.34 means a 34% yield). (1) The reactants are [Cl:1][C:2]1[C:3]([I:14])=[CH:4][C:5]([CH3:13])=[C:6]2[C:11]=1[C:10](=[O:12])[NH:9][CH2:8][CH2:7]2.CC(C)([O-])C.[K+].[CH2:21]([O:28][C:29]1[C:34]([CH2:35]Cl)=[C:33]([CH3:37])[CH:32]=[C:31]([CH3:38])[N:30]=1)[C:22]1[CH:27]=[CH:26][CH:25]=[CH:24][CH:23]=1. The catalyst is CN(C=O)C. The product is [CH2:21]([O:28][C:29]1[C:34]([CH2:35][N:9]2[CH2:8][CH2:7][C:6]3[C:11](=[C:2]([Cl:1])[C:3]([I:14])=[CH:4][C:5]=3[CH3:13])[C:10]2=[O:12])=[C:33]([CH3:37])[CH:32]=[C:31]([CH3:38])[N:30]=1)[C:22]1[CH:27]=[CH:26][CH:25]=[CH:24][CH:23]=1. The yield is 0.660. (2) The reactants are [CH3:1][C:2]1[CH:6]=[C:5]([CH3:7])[NH:4][N:3]=1.[H-].[Na+].[Cl:10][C:11]1[CH:16]=[CH:15][C:14]([NH:17][C:18]2[CH:23]=[CH:22][CH:21]=[C:20](F)[N:19]=2)=[CH:13][CH:12]=1.O. The catalyst is CN(C)C=O. The product is [Cl:10][C:11]1[CH:16]=[CH:15][C:14]([NH:17][C:18]2[CH:23]=[CH:22][CH:21]=[C:20]([N:3]3[C:2]([CH3:1])=[CH:6][C:5]([CH3:7])=[N:4]3)[N:19]=2)=[CH:13][CH:12]=1. The yield is 0.600. (3) The reactants are Br[C:2]1[C:3]2[C:4]3[CH:17]=[CH:16][S:15][C:5]=3[C:6](=[O:14])[NH:7][C:8]=2[CH:9]=[CH:10][C:11]=1[O:12][CH3:13].[CH3:18][N:19]([CH2:27][C@H:28]([C:30]1[CH:35]=[CH:34][C:33](B2OC(C)(C)C(C)(C)O2)=[CH:32][CH:31]=1)[CH3:29])[C:20](=[O:26])[O:21][C:22]([CH3:25])([CH3:24])[CH3:23]. No catalyst specified. The product is [CH3:13][O:12][C:11]1[CH:10]=[CH:9][C:8]2[NH:7][C:6](=[O:14])[C:5]3[S:15][CH:16]=[CH:17][C:4]=3[C:3]=2[C:2]=1[C:33]1[CH:32]=[CH:31][C:30]([C@H:28]([CH3:29])[CH2:27][N:19]([CH3:18])[C:20](=[O:26])[O:21][C:22]([CH3:23])([CH3:25])[CH3:24])=[CH:35][CH:34]=1. The yield is 0.500.